Dataset: NCI-60 drug combinations with 297,098 pairs across 59 cell lines. Task: Regression. Given two drug SMILES strings and cell line genomic features, predict the synergy score measuring deviation from expected non-interaction effect. (1) Cell line: SR. Drug 1: CCC1=C2CN3C(=CC4=C(C3=O)COC(=O)C4(CC)O)C2=NC5=C1C=C(C=C5)O. Drug 2: C1=NC2=C(N1)C(=S)N=CN2. Synergy scores: CSS=78.0, Synergy_ZIP=-1.77, Synergy_Bliss=-1.50, Synergy_Loewe=-2.37, Synergy_HSA=1.00. (2) Drug 1: C1=NC2=C(N1)C(=S)N=CN2. Drug 2: C(CC(=O)O)C(=O)CN.Cl. Cell line: DU-145. Synergy scores: CSS=35.5, Synergy_ZIP=-2.31, Synergy_Bliss=-0.213, Synergy_Loewe=0.358, Synergy_HSA=2.13. (3) Drug 1: C1=NC2=C(N1)C(=S)N=C(N2)N. Drug 2: C1C(C(OC1N2C=NC3=C(N=C(N=C32)Cl)N)CO)O. Cell line: UO-31. Synergy scores: CSS=28.0, Synergy_ZIP=-1.60, Synergy_Bliss=-2.06, Synergy_Loewe=-0.598, Synergy_HSA=-0.464. (4) Drug 1: CN1CCC(CC1)COC2=C(C=C3C(=C2)N=CN=C3NC4=C(C=C(C=C4)Br)F)OC. Drug 2: CCCS(=O)(=O)NC1=C(C(=C(C=C1)F)C(=O)C2=CNC3=C2C=C(C=N3)C4=CC=C(C=C4)Cl)F. Cell line: HOP-92. Synergy scores: CSS=13.7, Synergy_ZIP=-0.721, Synergy_Bliss=3.18, Synergy_Loewe=-3.10, Synergy_HSA=3.42.